This data is from HIV replication inhibition screening data with 41,000+ compounds from the AIDS Antiviral Screen. The task is: Binary Classification. Given a drug SMILES string, predict its activity (active/inactive) in a high-throughput screening assay against a specified biological target. (1) The result is 0 (inactive). The molecule is C(=NNc1nnc2c(n1)[nH]c1ccccc12)c1cccnc1. (2) The compound is Cl.NC(=S)NN=C(CCN1CCCC1)CC(C1=C(O)C2=CCCCC2OC1=O)c1ccccc1. The result is 0 (inactive). (3) The drug is Oc1c(Br)ccc2cccnc12. The result is 0 (inactive). (4) The molecule is CCOC(=O)CC(=O)Cc1oc2c(C(C)=O)c(O)c(C)c(O)c2c1C. The result is 0 (inactive).